Dataset: Reaction yield outcomes from USPTO patents with 853,638 reactions. Task: Predict the reaction yield, written as a fraction of the theoretical maximum amount of product (1.0 means a 100% yield; for example, 0.34 means a 34% yield). The reactants are Cl[C:2]1[N:7]2[N:8]=[C:9](C)[CH:10]=[C:6]2[N:5]=[C:4]([NH:12][C:13](=[O:24])[C:14]2[CH:19]=[CH:18][C:17]([C:20]([OH:23])([CH3:22])[CH3:21])=[CH:16][CH:15]=2)[CH:3]=1.[O:25]1[C:29]2[CH:30]=[CH:31][CH:32]=[C:33](B(O)O)[C:28]=2[O:27][CH2:26]1.O1CCOCC1. The catalyst is CO.C1C=CC(P(C2C=CC=CC=2)[C-]2C=CC=C2)=CC=1.C1C=CC(P(C2C=CC=CC=2)[C-]2C=CC=C2)=CC=1.Cl[Pd]Cl.[Fe+2]. The product is [O:25]1[C:29]2[CH:30]=[CH:31][CH:32]=[C:33]([C:2]3[N:7]4[N:8]=[CH:9][CH:10]=[C:6]4[N:5]=[C:4]([NH:12][C:13](=[O:24])[C:14]4[CH:19]=[CH:18][C:17]([C:20]([OH:23])([CH3:21])[CH3:22])=[CH:16][CH:15]=4)[CH:3]=3)[C:28]=2[O:27][CH2:26]1. The yield is 0.0400.